From a dataset of Forward reaction prediction with 1.9M reactions from USPTO patents (1976-2016). Predict the product of the given reaction. (1) Given the reactants C(OC([N:11]1[CH2:16][CH2:15][N:14]([C:17]([O:19][C:20]([CH3:23])([CH3:22])[CH3:21])=[O:18])[CH2:13][CH:12]1[C:24]([O:26][CH2:27][CH3:28])=[O:25])=O)C1C=CC=CC=1, predict the reaction product. The product is: [C:20]([O:19][C:17]([N:14]1[CH2:15][CH2:16][NH:11][CH:12]([C:24]([O:26][CH2:27][CH3:28])=[O:25])[CH2:13]1)=[O:18])([CH3:23])([CH3:22])[CH3:21]. (2) Given the reactants [F:1][C:2]([F:7])([F:6])[C:3]([OH:5])=[O:4].[F:8][C:9]([F:14])([F:13])[C:10]([OH:12])=[O:11].FC(F)(F)C(O)=O.[Cl:22][C:23]1[CH:24]=[N:25][C:26]2[NH:27][C:28]3[CH:29]=[N:30][CH:31]=[C:32]([CH:54]=3)[CH2:33][CH2:34][C:35]3[CH:43]=[C:39]([NH:40][C:41]=1[N:42]=2)[CH:38]=[CH:37][C:36]=3[NH:44][C:45](=[O:53])[CH2:46][CH:47]1[CH2:52][CH2:51][NH:50][CH2:49][CH2:48]1.[C:55](Cl)(=[O:59])[CH:56]([CH3:58])[CH3:57], predict the reaction product. The product is: [F:1][C:2]([F:7])([F:6])[C:3]([OH:5])=[O:4].[F:8][C:9]([F:14])([F:13])[C:10]([OH:12])=[O:11].[Cl:22][C:23]1[CH:24]=[N:25][C:26]2[NH:27][C:28]3[CH:29]=[N:30][CH:31]=[C:32]([CH:54]=3)[CH2:33][CH2:34][C:35]3[CH:43]=[C:39]([NH:40][C:41]=1[N:42]=2)[CH:38]=[CH:37][C:36]=3[NH:44][C:45](=[O:53])[CH2:46][CH:47]1[CH2:52][CH2:51][N:50]([C:55](=[O:59])[CH:56]([CH3:58])[CH3:57])[CH2:49][CH2:48]1.